Dataset: Full USPTO retrosynthesis dataset with 1.9M reactions from patents (1976-2016). Task: Predict the reactants needed to synthesize the given product. (1) Given the product [CH:9]1[C:18]2[C:13](=[C:14]([CH:19]([CH3:1])[C:20]([O:22][CH2:23][CH3:24])=[O:21])[CH:15]=[CH:16][CH:17]=2)[CH:12]=[CH:11][N:10]=1, predict the reactants needed to synthesize it. The reactants are: [CH:1]([N-]C(C)C)(C)C.[Li+].[CH:9]1[C:18]2[C:13](=[C:14]([CH2:19][C:20]([O:22][CH2:23][CH3:24])=[O:21])[CH:15]=[CH:16][CH:17]=2)[CH:12]=[CH:11][N:10]=1.CN(P(N(C)C)(N(C)C)=O)C.CI. (2) Given the product [C:1]([C:5]1[CH:36]=[CH:35][C:8]([CH2:9][N:10]2[C:14](=[O:15])[N:13]([CH2:16][CH3:17])[C:12]([CH2:18][CH2:19][CH2:20][C:21]3[CH:26]=[CH:25][C:24]([C:27]4[O:28][CH:29]=[C:30]([NH:39][C:42](=[O:51])[O:65][C:61]([CH3:64])([CH3:63])[CH3:62])[N:31]=4)=[CH:23][CH:22]=3)=[N:11]2)=[CH:7][CH:6]=1)([CH3:2])([CH3:3])[CH3:4], predict the reactants needed to synthesize it. The reactants are: [C:1]([C:5]1[CH:36]=[CH:35][C:8]([CH2:9][N:10]2[C:14](=[O:15])[N:13]([CH2:16][CH3:17])[C:12]([CH2:18][CH2:19][CH2:20][C:21]3[CH:26]=[CH:25][C:24]([C:27]4[O:28][CH:29]=[C:30](C(O)=O)[N:31]=4)=[CH:23][CH:22]=3)=[N:11]2)=[CH:7][CH:6]=1)([CH3:4])([CH3:3])[CH3:2].C([N:39]([CH2:42]C)CC)C.C1(P(N=[N+]=[N-])(C2C=CC=CC=2)=[O:51])C=CC=CC=1.[C:61]([OH:65])([CH3:64])([CH3:63])[CH3:62]. (3) Given the product [CH2:13]([O:11][C@@H:7]1[C@H:6]([OH:12])[C@H:5]([CH2:3][CH3:4])[CH2:10][O:9][CH2:8]1)[C:14]1[CH:19]=[CH:18][CH:17]=[CH:16][CH:15]=1, predict the reactants needed to synthesize it. The reactants are: [H-].[Na+].[CH2:3]([C@@H:5]1[CH2:10][O:9][CH2:8][C@H:7]([OH:11])[C@@H:6]1[OH:12])[CH3:4].[CH2:13](Br)[C:14]1[CH:19]=[CH:18][CH:17]=[CH:16][CH:15]=1.CCOCC.C(OCC)(=O)C.